This data is from Full USPTO retrosynthesis dataset with 1.9M reactions from patents (1976-2016). The task is: Predict the reactants needed to synthesize the given product. (1) Given the product [Si:7]([O:14][C@@H:15]1[CH:20]=[C:19]([C:21]2[CH:26]=[CH:25][N:24]=[CH:23][C:22]=2[N+:27]([O-:29])=[O:28])[CH2:18][C@H:17]([CH3:30])[C@@:16]1([CH:31]=[CH2:1])[OH:33])([C:10]([CH3:12])([CH3:13])[CH3:11])([CH3:8])[CH3:9], predict the reactants needed to synthesize it. The reactants are: [CH3:1]C(C)([O-])C.[K+].[Si:7]([O:14][C@@H:15]1[CH:20]=[C:19]([C:21]2[CH:26]=[CH:25][N:24]=[CH:23][C:22]=2[N+:27]([O-:29])=[O:28])[CH2:18][C@H:17]([CH3:30])[C@:16]1([OH:33])[CH:31]=O)([C:10]([CH3:13])([CH3:12])[CH3:11])([CH3:9])[CH3:8]. (2) Given the product [CH2:1]([N:8]([C:9]([O:10][C:11]([CH3:14])([CH3:13])[CH3:12])=[O:15])[C:16]1[CH:21]=[CH:20][C:19]([B:28]([OH:31])[OH:29])=[CH:18][CH:17]=1)[C:2]1[CH:7]=[CH:6][CH:5]=[CH:4][CH:3]=1, predict the reactants needed to synthesize it. The reactants are: [CH2:1]([N:8]([C:16]1[CH:21]=[CH:20][C:19](Br)=[CH:18][CH:17]=1)[C:9](=[O:15])[O:10][C:11]([CH3:14])([CH3:13])[CH3:12])[C:2]1[CH:7]=[CH:6][CH:5]=[CH:4][CH:3]=1.C([Li])CCC.[B:28](OC)([O:31]C)[O:29]C. (3) Given the product [Br:1][CH2:2][CH:3]([CH2:4][Br:5])[O:6][Si:16]([C:12]([CH3:15])([CH3:14])[CH3:13])([CH3:19])[CH3:18], predict the reactants needed to synthesize it. The reactants are: [Br:1][CH2:2][CH:3]([OH:6])[CH2:4][Br:5].N1C=CN=C1.[C:12]([Si:16]([CH3:19])([CH3:18])Cl)([CH3:15])([CH3:14])[CH3:13]. (4) The reactants are: [CH3:1][O:2][C:3](=[O:33])[C@@H:4]([NH:25]C(OC(C)(C)C)=O)[C@H:5]([NH:7][C:8]([O:10][CH2:11][CH:12]1[C:24]2[CH:23]=[CH:22][CH:21]=[CH:20][C:19]=2[C:18]2[C:13]1=[CH:14][CH:15]=[CH:16][CH:17]=2)=[O:9])[CH3:6].[ClH:34].O1CCOCC1. Given the product [ClH:34].[CH3:1][O:2][C:3](=[O:33])[C@@H:4]([NH2:25])[C@H:5]([NH:7][C:8]([O:10][CH2:11][CH:12]1[C:13]2[CH:14]=[CH:15][CH:16]=[CH:17][C:18]=2[C:19]2[C:24]1=[CH:23][CH:22]=[CH:21][CH:20]=2)=[O:9])[CH3:6], predict the reactants needed to synthesize it. (5) Given the product [C:9]([O:6][O:5][C:1]([CH3:4])([CH3:3])[CH3:2])(=[O:16])[C:10]1[CH:15]=[CH:14][CH:13]=[CH:12][CH:11]=1, predict the reactants needed to synthesize it. The reactants are: [C:1]([O:5][OH:6])([CH3:4])([CH3:3])[CH3:2].[OH-].[Na+].[C:9](Cl)(=[O:16])[C:10]1[CH:15]=[CH:14][CH:13]=[CH:12][CH:11]=1.Cl.